Dataset: Catalyst prediction with 721,799 reactions and 888 catalyst types from USPTO. Task: Predict which catalyst facilitates the given reaction. (1) Reactant: CCN(C(C)C)C(C)C.[C:10]1([N:16]2[CH:20]=[C:19]([C:21]([OH:23])=O)[N:18]=[CH:17]2)[CH:15]=[CH:14][CH:13]=[CH:12][CH:11]=1.C1C=CC2N(O)N=NC=2C=1.CCN=C=NCCCN(C)C.Cl.[NH2:46][CH2:47][C:48]([N:50]1[CH2:55][CH2:54][CH:53]([O:56][C:57]2[CH:62]=[C:61]([F:63])[CH:60]=[CH:59][C:58]=2[F:64])[CH2:52][CH2:51]1)=[O:49]. Product: [F:64][C:58]1[CH:59]=[CH:60][C:61]([F:63])=[CH:62][C:57]=1[O:56][CH:53]1[CH2:54][CH2:55][N:50]([C:48](=[O:49])[CH2:47][NH:46][C:21]([C:19]2[N:18]=[CH:17][N:16]([C:10]3[CH:11]=[CH:12][CH:13]=[CH:14][CH:15]=3)[CH:20]=2)=[O:23])[CH2:51][CH2:52]1. The catalyst class is: 18. (2) Product: [CH3:22][S:23]([O:8][CH:7]([C:1]1[CH:2]=[CH:3][CH:4]=[CH:5][CH:6]=1)[CH:9]1[CH2:14][CH2:13][O:12][CH2:11][CH2:10]1)(=[O:25])=[O:24]. Reactant: [C:1]1([C@@H:7]([CH:9]2[CH2:14][CH2:13][O:12][CH2:11][CH2:10]2)[OH:8])[CH:6]=[CH:5][CH:4]=[CH:3][CH:2]=1.C(N(CC)CC)C.[CH3:22][S:23](Cl)(=[O:25])=[O:24]. The catalyst class is: 2. (3) Reactant: [CH2:1]([O:3][CH2:4][C:5](Cl)=O)[CH3:2].[NH2:8][C:9]1[CH:10]=[N:11][C:12]2[C:17]([C:18]=1[NH:19][CH2:20][C:21]([CH3:24])([OH:23])[CH3:22])=[CH:16][C:15]([Br:25])=[CH:14][CH:13]=2.ClCCl.C(N(CC)CC)C. Product: [Br:25][C:15]1[CH:14]=[CH:13][C:12]2[N:11]=[CH:10][C:9]3[N:8]=[C:5]([CH2:4][O:3][CH2:1][CH3:2])[N:19]([CH2:20][C:21]([CH3:24])([OH:23])[CH3:22])[C:18]=3[C:17]=2[CH:16]=1. The catalyst class is: 6. (4) Reactant: [F:1][C:2]([F:10])([F:9])[C:3]1[CH:8]=[CH:7][CH:6]=[CH:5][N:4]=1.ClC1C=C(C=CC=1)C(OO)=[O:16]. Product: [F:1][C:2]([F:10])([F:9])[C:3]1[CH:8]=[CH:7][CH:6]=[CH:5][N+:4]=1[O-:16]. The catalyst class is: 2.